This data is from HIV replication inhibition screening data with 41,000+ compounds from the AIDS Antiviral Screen. The task is: Binary Classification. Given a drug SMILES string, predict its activity (active/inactive) in a high-throughput screening assay against a specified biological target. (1) The result is 0 (inactive). The molecule is Cc1nc2ccccc2c(=O)n1NC(=S)Nc1ccc(Cl)cc1[N+](=O)[O-]. (2) The molecule is O=c1ccc2cc(Cl)ccc2o1. The result is 0 (inactive).